This data is from Forward reaction prediction with 1.9M reactions from USPTO patents (1976-2016). The task is: Predict the product of the given reaction. (1) Given the reactants [NH2:1][C:2]1[C:3]([Cl:9])=[N:4][CH:5]=[N:6][C:7]=1Cl.C(O)CCC.C(N(CC)CC)C.[CH2:22]([NH2:29])[C:23]1[CH:28]=[CH:27][CH:26]=[CH:25][CH:24]=1, predict the reaction product. The product is: [NH2:1][C:2]1[C:7]([NH:29][CH2:22][C:23]2[CH:28]=[CH:27][CH:26]=[CH:25][CH:24]=2)=[N:6][CH:5]=[N:4][C:3]=1[Cl:9]. (2) Given the reactants N1C=CC=CC=1C1NC2C=CC=CC=2N=1.C(=O)([O-])[O-].[Cs+].[Cs+].[NH:22]1[CH:26]=[CH:25][C:24]([CH2:27][OH:28])=[N:23]1.[Br:29][C:30]1[CH:35]=[C:34](I)[CH:33]=[CH:32][C:31]=1[O:37][CH3:38], predict the reaction product. The product is: [Br:29][C:30]1[CH:35]=[C:34]([N:22]2[CH:26]=[CH:25][C:24]([CH2:27][OH:28])=[N:23]2)[CH:33]=[CH:32][C:31]=1[O:37][CH3:38]. (3) Given the reactants [CH3:1][C:2]1[CH:6]=[CH:5][NH:4][N:3]=1.[H-].[Na+].[CH2:9](Br)[C:10]1[CH:15]=[CH:14][CH:13]=[CH:12][CH:11]=1, predict the reaction product. The product is: [CH2:9]([N:4]1[CH:5]=[CH:6][C:2]([CH3:1])=[N:3]1)[C:10]1[CH:15]=[CH:14][CH:13]=[CH:12][CH:11]=1. (4) Given the reactants [CH2:1]([O:8][C:9]1[CH:14]=[CH:13][N:12]([C:15]2[CH:16]=[CH:17][C:18]3[C:19]4[CH2:28][NH:27][CH2:26][CH2:25][C:20]=4[N:21]([CH3:24])[C:22]=3[CH:23]=2)[C:11](=[O:29])[CH:10]=1)[C:2]1[CH:7]=[CH:6][CH:5]=[CH:4][CH:3]=1.Cl.[N:31]1([CH2:36][CH2:37][C:38](O)=[O:39])[CH2:35][CH2:34][CH2:33][CH2:32]1.CCN(CC)CC, predict the reaction product. The product is: [CH2:1]([O:8][C:9]1[CH:14]=[CH:13][N:12]([C:15]2[CH:16]=[CH:17][C:18]3[C:19]4[CH2:28][N:27]([C:38](=[O:39])[CH2:37][CH2:36][N:31]5[CH2:35][CH2:34][CH2:33][CH2:32]5)[CH2:26][CH2:25][C:20]=4[N:21]([CH3:24])[C:22]=3[CH:23]=2)[C:11](=[O:29])[CH:10]=1)[C:2]1[CH:3]=[CH:4][CH:5]=[CH:6][CH:7]=1. (5) Given the reactants [CH3:1][O:2][C:3]([C:5]1[CH:18]=[CH:17][C:8]([O:9][CH2:10][CH:11]2[CH2:16][CH2:15][NH:14][CH2:13][CH2:12]2)=[CH:7][CH:6]=1)=[O:4].F[C:20]1[CH:25]=[CH:24][C:23]([CH:26]=[O:27])=[CH:22][N:21]=1.C(N(C(C)C)CC)(C)C, predict the reaction product. The product is: [CH:26]([C:23]1[CH:24]=[CH:25][C:20]([N:14]2[CH2:15][CH2:16][CH:11]([CH2:10][O:9][C:8]3[CH:17]=[CH:18][C:5]([C:3]([O:2][CH3:1])=[O:4])=[CH:6][CH:7]=3)[CH2:12][CH2:13]2)=[N:21][CH:22]=1)=[O:27]. (6) Given the reactants [CH:1]([O:4][C:5](=[O:12])[N:6]([CH2:8][CH2:9][CH2:10][NH2:11])[CH3:7])([CH3:3])[CH3:2].[Br:13][C:14]1[N:18]2[N:19]=[C:20](Cl)[CH:21]=[CH:22][C:17]2=[N:16][CH:15]=1.CCN(C(C)C)C(C)C, predict the reaction product. The product is: [CH:1]([O:4][C:5](=[O:12])[N:6]([CH2:8][CH2:9][CH2:10][NH:11][C:20]1[CH:21]=[CH:22][C:17]2[N:18]([C:14]([Br:13])=[CH:15][N:16]=2)[N:19]=1)[CH3:7])([CH3:3])[CH3:2]. (7) Given the reactants [F:1][C:2]([F:27])([F:26])[C:3]1[CH:8]=[CH:7][C:6]([N:9]2[CH2:14][CH2:13][CH:12]([O:15][C:16]3[N:17]=[CH:18][C:19]([C:22]([O:24]C)=[O:23])=[N:20][CH:21]=3)[CH2:11][CH2:10]2)=[CH:5][CH:4]=1.[OH-].[Na+].[ClH:30], predict the reaction product. The product is: [ClH:30].[F:27][C:2]([F:1])([F:26])[C:3]1[CH:4]=[CH:5][C:6]([N:9]2[CH2:14][CH2:13][CH:12]([O:15][C:16]3[N:17]=[CH:18][C:19]([C:22]([OH:24])=[O:23])=[N:20][CH:21]=3)[CH2:11][CH2:10]2)=[CH:7][CH:8]=1.